From a dataset of Forward reaction prediction with 1.9M reactions from USPTO patents (1976-2016). Predict the product of the given reaction. (1) Given the reactants [Cl:1][C:2]1[CH:7]=[CH:6][C:5]([C:8](=O)[CH3:9])=[C:4]([N+:11]([O-])=O)[CH:3]=1.[CH2:14]([NH2:21])[C:15]1[CH:20]=[CH:19][CH:18]=[CH:17][CH:16]=1.C(OP(OCC)OCC)C.[OH-].[Na+], predict the reaction product. The product is: [CH2:14]([N:21]1[C:8]([CH3:9])=[C:5]2[C:4]([CH:3]=[C:2]([Cl:1])[CH:7]=[CH:6]2)=[N:11]1)[C:15]1[CH:20]=[CH:19][CH:18]=[CH:17][CH:16]=1. (2) Given the reactants Cl[CH2:2][CH2:3][CH2:4][S:5]([N:8]1[CH2:13][CH2:12][CH:11]([C:14]2[C:22]3[C:17](=[C:18]([C:28]([NH2:30])=[O:29])[CH:19]=[C:20]([C:23]4[S:24][CH:25]=[CH:26][CH:27]=4)[CH:21]=3)[NH:16][N:15]=2)[CH2:10][CH2:9]1)(=[O:7])=[O:6].C([O-])([O-])=O.[K+].[K+].[I-].[Na+].[NH:39]1[CH2:43][CH2:42][CH2:41][CH2:40]1, predict the reaction product. The product is: [N:39]1([CH2:2][CH2:3][CH2:4][S:5]([N:8]2[CH2:13][CH2:12][CH:11]([C:14]3[C:22]4[C:17](=[C:18]([C:28]([NH2:30])=[O:29])[CH:19]=[C:20]([C:23]5[S:24][CH:25]=[CH:26][CH:27]=5)[CH:21]=4)[NH:16][N:15]=3)[CH2:10][CH2:9]2)(=[O:7])=[O:6])[CH2:43][CH2:42][CH2:41][CH2:40]1. (3) The product is: [Cl:1][C:2]1[CH:7]=[C:6]([O:39][CH2:38][CH2:37][O:36][CH3:35])[CH:5]=[CH:4][C:3]=1[S:9]([C@H:12]1[CH2:16][CH2:15][N:14]([C:17]2[CH:22]=[C:21]([C:23]([F:25])([F:24])[F:26])[N:20]=[C:19]([S:27][CH3:28])[N:18]=2)[CH2:13]1)(=[O:11])=[O:10]. Given the reactants [Cl:1][C:2]1[CH:7]=[C:6](F)[CH:5]=[CH:4][C:3]=1[S:9]([C@H:12]1[CH2:16][CH2:15][N:14]([C:17]2[CH:22]=[C:21]([C:23]([F:26])([F:25])[F:24])[N:20]=[C:19]([S:27][CH3:28])[N:18]=2)[CH2:13]1)(=[O:11])=[O:10].C([O-])([O-])=O.[Cs+].[Cs+].[CH3:35][O:36][CH2:37][CH2:38][OH:39], predict the reaction product. (4) Given the reactants C[O:2][C:3](=[O:24])[CH2:4][NH:5][C:6]([C:8]1[N:9]=[CH:10][C:11]2[C:16]([C:17]=1[C:18]1[CH:23]=[CH:22][CH:21]=[CH:20][CH:19]=1)=[CH:15][CH:14]=[CH:13][CH:12]=2)=[O:7].[OH-].[K+], predict the reaction product. The product is: [C:18]1([C:17]2[C:16]3[C:11](=[CH:12][CH:13]=[CH:14][CH:15]=3)[CH:10]=[N:9][C:8]=2[C:6]([NH:5][CH2:4][C:3]([OH:24])=[O:2])=[O:7])[CH:19]=[CH:20][CH:21]=[CH:22][CH:23]=1. (5) The product is: [CH3:25][O:24][C:21]1[CH:22]=[C:23]2[C:18](=[CH:19][C:20]=1[O:26][CH3:27])[N:17]=[CH:16][CH:15]=[C:14]2[O:13][C:12]1[C:7]([C:18]2[CH:23]=[CH:22][C:21]([CH2:1][OH:4])=[CH:20][CH:19]=2)=[N:8][C:9]([CH3:28])=[CH:10][CH:11]=1. Given the reactants [C:1](=[O:4])([O-])O.[Na+].I[C:7]1[C:12]([O:13][C:14]2[C:23]3[C:18](=[CH:19][C:20]([O:26][CH3:27])=[C:21]([O:24][CH3:25])[CH:22]=3)[N:17]=[CH:16][CH:15]=2)=[CH:11][CH:10]=[C:9]([CH3:28])[N:8]=1.[OH-].[Na+], predict the reaction product. (6) Given the reactants [NH2:1][C:2]1[CH:10]=[CH:9][C:5]2[NH:6][CH:7]=[N:8][C:4]=2[CH:3]=1.[N:11]([CH2:14][C:15]1[CH:20]=[CH:19][C:18]([O:21][CH3:22])=[CH:17][CH:16]=1)=[C:12]=[S:13], predict the reaction product. The product is: [CH3:22][O:21][C:18]1[CH:19]=[CH:20][C:15]([CH2:14][NH:11][C:12]([NH:1][C:2]2[CH:10]=[CH:9][C:5]3[NH:6][CH:7]=[N:8][C:4]=3[CH:3]=2)=[S:13])=[CH:16][CH:17]=1.